From a dataset of Reaction yield outcomes from USPTO patents with 853,638 reactions. Predict the reaction yield, written as a fraction of the theoretical maximum amount of product (1.0 means a 100% yield; for example, 0.34 means a 34% yield). (1) The reactants are [C:1](/[N:3]=[C:4](\SC)/[NH:5][C:6]1[CH:11]=[C:10]([Cl:12])[CH:9]=[C:8]([Cl:13])[CH:7]=1)#[N:2].C[Si](C)(C)[NH:18][O:19][Si](C)(C)C. The catalyst is C(Cl)(Cl)(Cl)Cl. The product is [Cl:12][C:10]1[CH:11]=[C:6]([NH:5][C:4]2[O:19][N:18]=[C:1]([NH2:2])[N:3]=2)[CH:7]=[C:8]([Cl:13])[CH:9]=1. The yield is 0.220. (2) The reactants are Br[C:2]1[CH:20]=[CH:19][C:5]([O:6][CH2:7][CH:8]2[CH2:13][CH2:12][N:11]([CH2:14][C:15]([F:18])([CH3:17])[CH3:16])[CH2:10][CH2:9]2)=[CH:4][CH:3]=1.[Li]CCCC.[B:26](OC(C)C)([O:31]C(C)C)[O:27]C(C)C.Cl. The catalyst is C1COCC1.CCOC(C)=O. The product is [F:18][C:15]([CH3:17])([CH3:16])[CH2:14][N:11]1[CH2:12][CH2:13][CH:8]([CH2:7][O:6][C:5]2[CH:19]=[CH:20][C:2]([B:26]([OH:31])[OH:27])=[CH:3][CH:4]=2)[CH2:9][CH2:10]1. The yield is 0.830.